This data is from Reaction yield outcomes from USPTO patents with 853,638 reactions. The task is: Predict the reaction yield, written as a fraction of the theoretical maximum amount of product (1.0 means a 100% yield; for example, 0.34 means a 34% yield). (1) The reactants are [O:1]=[C:2]1[CH2:13][CH2:12][CH:11]=[CH:10][CH2:9][C@@H:8]([CH2:14][C:15]([OH:17])=O)[C:7](=[O:18])[O:6][CH2:5][C@@H:4]([C:19]2[CH:24]=[CH:23][CH:22]=[CH:21][CH:20]=2)[NH:3]1.[Cl:25][C:26]1[CH:31]=[CH:30][C:29]([CH2:32][NH2:33])=[CH:28][CH:27]=1. No catalyst specified. The product is [Cl:25][C:26]1[CH:31]=[CH:30][C:29]([CH2:32][NH:33][C:15](=[O:17])[CH2:14][C@H:8]2[C:7](=[O:18])[O:6][CH2:5][C@@H:4]([C:19]3[CH:24]=[CH:23][CH:22]=[CH:21][CH:20]=3)[NH:3][C:2](=[O:1])[CH2:13][CH2:12][CH:11]=[CH:10][CH2:9]2)=[CH:28][CH:27]=1. The yield is 0.490. (2) The reactants are Cl[CH2:2][CH2:3][C:4]([C:10]1[CH:15]=[CH:14][CH:13]=[CH:12][CH:11]=1)([OH:9])[CH2:5][C:6]([CH3:8])=[CH2:7].[Br:16][C:17]1[CH:22]=[CH:21][C:20]([C@@H:23]([NH2:25])[CH3:24])=[CH:19][CH:18]=1.C([O-])([O-])=O.[K+].[K+]. The catalyst is C(#N)C. The product is [Br:16][C:17]1[CH:22]=[CH:21][C:20]([C@@H:23]([NH:25][CH2:2][CH2:3][C:4]([C:10]2[CH:15]=[CH:14][CH:13]=[CH:12][CH:11]=2)([OH:9])[CH2:5][C:6]([CH3:8])=[CH2:7])[CH3:24])=[CH:19][CH:18]=1. The yield is 0.600. (3) The reactants are [CH3:1][O:2][C:3](=[O:16])[C:4]1[CH:9]=[C:8](I)[C:7]([C:11]([F:14])([F:13])[CH3:12])=[CH:6][C:5]=1[NH2:15].[CH3:17][N:18]1[C:22]([Sn](CCCC)(CCCC)CCCC)=[CH:21][CH:20]=[N:19]1. The catalyst is O1CCOCC1.Cl[Pd](Cl)([P](C1C=CC=CC=1)(C1C=CC=CC=1)C1C=CC=CC=1)[P](C1C=CC=CC=1)(C1C=CC=CC=1)C1C=CC=CC=1. The product is [CH3:1][O:2][C:3](=[O:16])[C:4]1[CH:9]=[C:8]([C:22]2[N:18]([CH3:17])[N:19]=[CH:20][CH:21]=2)[C:7]([C:11]([F:14])([F:13])[CH3:12])=[CH:6][C:5]=1[NH2:15]. The yield is 0.620. (4) The reactants are [CH3:1][C:2]1[CH:11]=[CH:10][C:5]([C:6]([O:8][CH3:9])=[O:7])=[CH:4][C:3]=1[N+:12]([O-:14])=[O:13].CO[CH:17](OC)[N:18]([CH3:20])[CH3:19]. The catalyst is CN(C=O)C. The product is [CH3:9][O:8][C:6](=[O:7])[C:5]1[CH:10]=[CH:11][C:2]([CH:1]=[CH:17][N:18]([CH3:20])[CH3:19])=[C:3]([N+:12]([O-:14])=[O:13])[CH:4]=1. The yield is 0.800. (5) The reactants are [CH3:1][Si:2]([CH3:19])([CH3:18])[CH2:3][CH2:4][O:5][CH2:6][N:7]1[C:15]2[C:10](=[CH:11][CH:12]=[CH:13][CH:14]=2)[C:9]([CH:16]=O)=[N:8]1.[OH:20][C:21]1[CH:30]=[CH:29][C:24]2[C:25](=[O:28])[CH2:26][O:27][C:23]=2[C:22]=1[CH2:31][N:32]1[CH2:37][CH2:36][N:35]([C:38]([O:40][C:41]([CH3:44])([CH3:43])[CH3:42])=[O:39])[CH2:34][CH2:33]1.N1CCCCC1. The catalyst is CO. The product is [OH:20][C:21]1[CH:30]=[CH:29][C:24]2[C:25](=[O:28])/[C:26](=[CH:16]/[C:9]3[C:10]4[C:15](=[CH:14][CH:13]=[CH:12][CH:11]=4)[N:7]([CH2:6][O:5][CH2:4][CH2:3][Si:2]([CH3:19])([CH3:18])[CH3:1])[N:8]=3)/[O:27][C:23]=2[C:22]=1[CH2:31][N:32]1[CH2:33][CH2:34][N:35]([C:38]([O:40][C:41]([CH3:44])([CH3:43])[CH3:42])=[O:39])[CH2:36][CH2:37]1. The yield is 0.530. (6) The reactants are [C:1]([C@H:5]1[CH2:10][CH2:9][C@H:8]([O:11][C:12]2[C:13]([C:29]3[CH:34]=[CH:33][C:32](OC(F)(F)F)=[CH:31][CH:30]=3)=[C:14]3[C:19](=[CH:20][CH:21]=2)[CH:18]=[C:17]([C@:22]2([CH3:28])[CH2:26][O:25][C:24](=[O:27])[NH:23]2)[CH:16]=[CH:15]3)[CH2:7][CH2:6]1)([CH3:4])([CH3:3])[CH3:2].[CH3:40][S:41](C1C=CC(B(O)O)=CC=1)(=[O:43])=[O:42]. No catalyst specified. The product is [C:1]([C@H:5]1[CH2:10][CH2:9][C@H:8]([O:11][C:12]2[C:13]([C:29]3[CH:34]=[CH:33][C:32]([S:41]([CH3:40])(=[O:43])=[O:42])=[CH:31][CH:30]=3)=[C:14]3[C:19](=[CH:20][CH:21]=2)[CH:18]=[C:17]([C@:22]2([CH3:28])[CH2:26][O:25][C:24](=[O:27])[NH:23]2)[CH:16]=[CH:15]3)[CH2:7][CH2:6]1)([CH3:4])([CH3:3])[CH3:2]. The yield is 0.860. (7) The reactants are [C:1]([C:4]1[C:22](=[O:23])[C@@:8]2([CH3:24])[C:9]3[C:15]([OH:16])=[CH:14][C:13]([O:17][CH3:18])=[C:12]([C:19]([NH2:21])=[O:20])[C:10]=3[O:11][C:7]2=[CH:6][C:5]=1[OH:25])(=[O:3])[CH3:2].[CH2:26]([C:30]1[CH:39]=[CH:38][C:37]2[C:32](=[CH:33][CH:34]=[CH:35][CH:36]=2)[C:31]=1[CH:40]=O)[CH2:27][CH2:28][CH3:29].C([SiH](CC)CC)C.FC(F)(F)C(O)=O. The catalyst is C(#N)C. The product is [C:1]([C:4]1[C:22](=[O:23])[C@@:8]2([CH3:24])[C:9]3[C:15]([OH:16])=[CH:14][C:13]([O:17][CH3:18])=[C:12]([C:19]([NH:21][CH2:40][C:31]4[C:32]5[C:37](=[CH:36][CH:35]=[CH:34][CH:33]=5)[CH:38]=[CH:39][C:30]=4[CH2:26][CH2:27][CH2:28][CH3:29])=[O:20])[C:10]=3[O:11][C:7]2=[CH:6][C:5]=1[OH:25])(=[O:3])[CH3:2]. The yield is 0.820. (8) The reactants are [N+:1]([C:4]1[CH:5]=[C:6]([CH:8]=[CH:9][CH:10]=1)[NH2:7])([O-:3])=[O:2].[N+:11]([O-:14])([OH:13])=[O:12].[N:15]#[C:16][NH2:17]. The catalyst is CCO. The product is [N+:11]([O-:14])([OH:13])=[O:12].[N+:1]([C:4]1[CH:5]=[C:6]([NH:7][C:16]([NH2:17])=[NH:15])[CH:8]=[CH:9][CH:10]=1)([O-:3])=[O:2]. The yield is 0.570.